Dataset: Forward reaction prediction with 1.9M reactions from USPTO patents (1976-2016). Task: Predict the product of the given reaction. (1) Given the reactants [CH3:1][O:2][C:3](=[O:27])[C:4]([O:7][C:8]1[CH:13]=[CH:12][C:11]([Cl:14])=[CH:10][C:9]=1/[CH:15]=[C:16]1\[C:17](=[O:26])[NH:18][C:19]2[C:24]\1=[CH:23][CH:22]=[C:21]([Cl:25])[CH:20]=2)([CH3:6])[CH3:5].[H-].[Na+].[CH3:30][Si:31]([CH3:38])([CH3:37])[CH2:32][CH2:33][O:34][CH2:35]Cl, predict the reaction product. The product is: [CH3:1][O:2][C:3](=[O:27])[C:4]([O:7][C:8]1[CH:13]=[CH:12][C:11]([Cl:14])=[CH:10][C:9]=1/[CH:15]=[C:16]1\[C:17](=[O:26])[N:18]([CH2:35][O:34][CH2:33][CH2:32][Si:31]([CH3:38])([CH3:37])[CH3:30])[C:19]2[C:24]\1=[CH:23][CH:22]=[C:21]([Cl:25])[CH:20]=2)([CH3:6])[CH3:5]. (2) Given the reactants [S:1]1[C:6]2[CH:7]=[CH:8][C:9]([CH2:11][NH:12][CH:13]3[CH2:18][CH2:17][N:16]([CH2:19][CH2:20][N:21]4[C:30]5[C:25](=[CH:26][CH:27]=[C:28]([O:31][CH3:32])[CH:29]=5)[N:24]=[CH:23][C:22]4=[O:33])[CH2:15][CH2:14]3)=[CH:10][C:5]=2[S:4][CH2:3][CH2:2]1.[ClH:34].C(OCC)(=O)C, predict the reaction product. The product is: [ClH:34].[S:1]1[C:6]2[CH:7]=[CH:8][C:9]([CH2:11][NH:12][CH:13]3[CH2:14][CH2:15][N:16]([CH2:19][CH2:20][N:21]4[C:30]5[C:25](=[CH:26][CH:27]=[C:28]([O:31][CH3:32])[CH:29]=5)[N:24]=[CH:23][C:22]4=[O:33])[CH2:17][CH2:18]3)=[CH:10][C:5]=2[S:4][CH2:3][CH2:2]1. (3) Given the reactants [CH2:1]([C@:3]12[CH2:27][CH2:26][C@:25]([C:29]([F:32])([F:31])[F:30])([OH:28])[CH2:24][C@@H:4]1[CH2:5][CH2:6][CH2:7][C:8]1[C:9]2=[CH:10][C:11]2[CH:12]=[N:13][N:14]([C:17]3[CH:22]=[CH:21][C:20]([F:23])=[CH:19][CH:18]=3)[C:15]=2[CH:16]=1)[CH3:2].[H-].[Na+].Br[CH2:36][C:37]([O:39]CC1C=CC=CC=1)=[O:38].[OH-].[Li+], predict the reaction product. The product is: [CH2:1]([C@:3]12[CH2:27][CH2:26][C@@:25]([O:28][CH2:36][C:37]([OH:39])=[O:38])([C:29]([F:32])([F:31])[F:30])[CH2:24][C@@H:4]1[CH2:5][CH2:6][CH2:7][C:8]1[C:9]2=[CH:10][C:11]2[CH:12]=[N:13][N:14]([C:17]3[CH:18]=[CH:19][C:20]([F:23])=[CH:21][CH:22]=3)[C:15]=2[CH:16]=1)[CH3:2]. (4) Given the reactants [Li]N([Si](C)(C)C)[Si](C)(C)C.C1COCC1.[CH3:16][O:17][C:18]1([O:26][CH3:27])[CH2:24][CH2:23][CH2:22][CH2:21][CH2:20][C:19]1=[O:25].[CH2:28]([O:30][C:31](=[O:37])[C:32](OCC)=[O:33])[CH3:29].OP([O-])(O)=O.[K+], predict the reaction product. The product is: [CH3:27][O:26][C:18]1([O:17][CH3:16])[CH2:24][CH2:23][CH2:22][CH2:21][CH:20]([C:32](=[O:33])[C:31]([O:30][CH2:28][CH3:29])=[O:37])[C:19]1=[O:25]. (5) Given the reactants [CH:1]([C:4]1[CH:5]=[C:6]([CH:10]=[CH:11][CH:12]=1)[C:7]([NH2:9])=O)([CH3:3])[CH3:2].O=P(Cl)(Cl)Cl, predict the reaction product. The product is: [CH:1]([C:4]1[CH:5]=[C:6]([CH:10]=[CH:11][CH:12]=1)[C:7]#[N:9])([CH3:3])[CH3:2]. (6) Given the reactants C[O:2][C:3]([C:5]1[CH2:6][N:7]([C:30]([O:32][C:33]([CH3:36])([CH3:35])[CH3:34])=[O:31])[CH2:8][CH2:9][C:10]=1[C:11]1[CH:12]=[N:13][C:14]([O:17][CH2:18][CH2:19][O:20][C:21]2[C:26]([Cl:27])=[CH:25][C:24]([CH3:28])=[CH:23][C:22]=2[Cl:29])=[CH:15][CH:16]=1)=[O:4].[Li+].[OH-].Cl, predict the reaction product. The product is: [C:33]([O:32][C:30]([N:7]1[CH2:8][CH2:9][C:10]([C:11]2[CH:12]=[N:13][C:14]([O:17][CH2:18][CH2:19][O:20][C:21]3[C:26]([Cl:27])=[CH:25][C:24]([CH3:28])=[CH:23][C:22]=3[Cl:29])=[CH:15][CH:16]=2)=[C:5]([C:3]([OH:4])=[O:2])[CH2:6]1)=[O:31])([CH3:36])([CH3:34])[CH3:35]. (7) Given the reactants [Si]([O:8][CH:9]([CH2:20][O:21][C:22]1[CH:27]=[CH:26][CH:25]=[C:24]([C:28]2[N:33]=[C:32]([C:34]3[C:35]([CH3:40])=[N:36][O:37][C:38]=3[CH3:39])[CH:31]=[C:30]([C:41](=[O:50])[NH:42][CH2:43][CH:44]3[CH2:49][CH2:48][O:47][CH2:46][CH2:45]3)[N:29]=2)[CH:23]=1)[CH2:10][N:11](C)[C:12](=[O:18])[O:13]C(C)(C)C)(C(C)(C)C)(C)C.Cl, predict the reaction product. The product is: [CH3:40][C:35]1[C:34]([C:32]2[N:33]=[C:28]([C:24]3[CH:25]=[CH:26][CH:27]=[C:22]([O:21][CH2:20][CH:9]([OH:8])[CH2:10][NH:11][CH3:12])[CH:23]=3)[N:29]=[C:30]([C:41]([NH:42][CH2:43][CH:44]3[CH2:45][CH2:46][O:47][CH2:48][CH2:49]3)=[O:50])[CH:31]=2)=[C:38]([CH3:39])[O:37][N:36]=1.[CH:12]([OH:18])=[O:13]. (8) Given the reactants [F:1][C:2]1[CH:7]=[CH:6][C:5]([CH:8]([NH:24][C:25](=O)[CH:26]([CH3:28])[CH3:27])[C:9](=O)[C:10]2[CH:15]=[CH:14][N:13]=[C:12]([NH:16][C:17]3[CH:22]=[CH:21][CH:20]=[CH:19][CH:18]=3)[N:11]=2)=[CH:4][CH:3]=1.[NH2:30][CH2:31][CH2:32][C@H:33]1[O:38][B:37]([C:39]2[CH:44]=[CH:43][CH:42]=[CH:41][CH:40]=2)[O:36][C@@H:35]([CH2:45][C:46]([O:48][C:49]([CH3:52])([CH3:51])[CH3:50])=[O:47])[CH2:34]1.C(O)(=O)C(C)(C)C.CC1CCCO1, predict the reaction product. The product is: [F:1][C:2]1[CH:7]=[CH:6][C:5]([C:8]2[N:24]=[C:25]([CH:26]([CH3:28])[CH3:27])[N:30]([CH2:31][CH2:32][C@H:33]3[O:38][B:37]([C:39]4[CH:40]=[CH:41][CH:42]=[CH:43][CH:44]=4)[O:36][C@@H:35]([CH2:45][C:46]([O:48][C:49]([CH3:52])([CH3:51])[CH3:50])=[O:47])[CH2:34]3)[C:9]=2[C:10]2[CH:15]=[CH:14][N:13]=[C:12]([NH:16][C:17]3[CH:18]=[CH:19][CH:20]=[CH:21][CH:22]=3)[N:11]=2)=[CH:4][CH:3]=1. (9) Given the reactants [N+](=[CH:3][C:4]([CH:6]1[CH2:11][CH2:10][O:9][CH2:8][CH2:7]1)=[O:5])=[N-].[BrH:12].C(O)(=O)C, predict the reaction product. The product is: [Br:12][CH2:3][C:4]([CH:6]1[CH2:11][CH2:10][O:9][CH2:8][CH2:7]1)=[O:5]. (10) Given the reactants [F:1][CH2:2][CH2:3][O:4][C:5]1[CH:12]=[C:11]([CH3:13])[C:8]([CH:9]=O)=[C:7]([CH3:14])[CH:6]=1.[N+:15]([C:17]1[CH:26]=[CH:25][C:20]2[O:21][CH2:22][CH2:23][O:24][C:19]=2[CH:18]=1)#[C-:16].[F:27][C:28]1[N:33]=[C:32]([NH2:34])[CH:31]=[CH:30][CH:29]=1.[Br-].C([N+]1C=CN(C)C=1)CCC, predict the reaction product. The product is: [O:21]1[CH2:22][CH2:23][O:24][C:19]2[CH:18]=[C:17]([NH:15][C:16]3[N:33]4[C:28]([F:27])=[CH:29][CH:30]=[CH:31][C:32]4=[N:34][C:9]=3[C:8]3[C:11]([CH3:13])=[CH:12][C:5]([O:4][CH2:3][CH2:2][F:1])=[CH:6][C:7]=3[CH3:14])[CH:26]=[CH:25][C:20]1=2.